Dataset: Forward reaction prediction with 1.9M reactions from USPTO patents (1976-2016). Task: Predict the product of the given reaction. (1) Given the reactants [OH:1][CH2:2][C:3]([C:8]1[O:12][N:11]=[C:10]([NH:13][C:14](=[O:22])OC2C=CC=CC=2)[CH:9]=1)([CH2:6][OH:7])[CH2:4][OH:5].[N:23]1([CH2:29][CH2:30][O:31][C:32]2[CH:50]=[CH:49][C:35]3[N:36]4[CH:41]=[C:40]([C:42]5[CH:47]=[CH:46][C:45]([NH2:48])=[CH:44][CH:43]=5)[N:39]=[C:37]4[S:38][C:34]=3[CH:33]=2)[CH2:28][CH2:27][O:26][CH2:25][CH2:24]1, predict the reaction product. The product is: [OH:7][CH2:6][C:3]([C:8]1[O:12][N:11]=[C:10]([NH:13][C:14]([NH:48][C:45]2[CH:44]=[CH:43][C:42]([C:40]3[N:39]=[C:37]4[N:36]([CH:41]=3)[C:35]3[CH:49]=[CH:50][C:32]([O:31][CH2:30][CH2:29][N:23]5[CH2:24][CH2:25][O:26][CH2:27][CH2:28]5)=[CH:33][C:34]=3[S:38]4)=[CH:47][CH:46]=2)=[O:22])[CH:9]=1)([CH2:2][OH:1])[CH2:4][OH:5]. (2) The product is: [Cl:13][C:4]1[CH:3]=[C:2]([NH:17][CH:14]([CH3:16])[CH3:15])[C:7]([C:8]([O:10][CH2:11][CH3:12])=[O:9])=[CH:6][N:5]=1. Given the reactants Cl[C:2]1[C:7]([C:8]([O:10][CH2:11][CH3:12])=[O:9])=[CH:6][N:5]=[C:4]([Cl:13])[CH:3]=1.[CH:14]([NH2:17])([CH3:16])[CH3:15].O, predict the reaction product. (3) Given the reactants C([O:5][C:6](=[O:125])[CH2:7][N:8]([CH2:117][C:118](=[O:124])[O:119]C(C)(C)C)[C:9](=[O:116])[CH2:10][N:11]1[CH:15]=[CH:14][N:13]=[C:12]1[CH2:16][N:17]([CH2:59][C:60]1[CH:65]=[CH:64][C:63]([O:66][CH2:67][C:68]2[N:69]=[N:70][N:71]([CH2:73][CH2:74][CH2:75][NH:76][C:77](=[O:115])[CH2:78][N:79]3[CH2:90][CH2:89][N:88]([CH2:91][C:92](=[O:98])[O:93]C(C)(C)C)[CH2:87][CH2:86][N:85]([CH2:99][C:100](=[O:106])[O:101]C(C)(C)C)[CH2:84][CH2:83][N:82]([CH2:107][C:108]([O:110]C(C)(C)C)=[O:109])[CH2:81][CH2:80]3)[CH:72]=2)=[CH:62][CH:61]=1)[CH2:18][CH2:19][CH2:20][CH2:21][CH2:22][C:23](=[O:58])[NH:24][CH2:25][CH2:26][CH2:27][CH2:28][C@@H:29]([C:51]([O:53]C(C)(C)C)=[O:52])[NH:30][C:31](=[O:50])[NH:32][C@H:33]([C:43]([O:45]C(C)(C)C)=[O:44])[CH2:34][CH2:35][C:36]([O:38]C(C)(C)C)=[O:37])(C)(C)C, predict the reaction product. The product is: [C:118]([CH2:117][N:8]([CH2:7][C:6]([OH:125])=[O:5])[C:9](=[O:116])[CH2:10][N:11]1[CH:15]=[CH:14][N:13]=[C:12]1[CH2:16][N:17]([CH2:59][C:60]1[CH:61]=[CH:62][C:63]([O:66][CH2:67][C:68]2[N:69]=[N:70][N:71]([CH2:73][CH2:74][CH2:75][NH:76][C:77](=[O:115])[CH2:78][N:79]3[CH2:90][CH2:89][N:88]([CH2:91][C:92]([OH:98])=[O:93])[CH2:87][CH2:86][N:85]([CH2:99][C:100]([OH:106])=[O:101])[CH2:84][CH2:83][N:82]([CH2:107][C:108]([OH:110])=[O:109])[CH2:81][CH2:80]3)[CH:72]=2)=[CH:64][CH:65]=1)[CH2:18][CH2:19][CH2:20][CH2:21][CH2:22][C:23](=[O:58])[NH:24][CH2:25][CH2:26][CH2:27][CH2:28][C@@H:29]([C:51]([OH:53])=[O:52])[NH:30][C:31](=[O:50])[NH:32][C@H:33]([C:43]([OH:45])=[O:44])[CH2:34][CH2:35][C:36]([OH:38])=[O:37])([OH:124])=[O:119]. (4) Given the reactants Br[C:2]1[C:3]([N:8]2[CH2:13][CH2:12][CH:11]([C:14]([NH2:16])=[O:15])[CH2:10][CH2:9]2)=[N:4][CH:5]=[N:6][CH:7]=1.[CH3:17][O:18][C:19]1[CH:24]=[CH:23][C:22](B(O)O)=[CH:21][CH:20]=1.C(=O)([O-])[O-].[Na+].[Na+], predict the reaction product. The product is: [CH3:17][O:18][C:19]1[CH:24]=[CH:23][C:22]([C:2]2[C:3]([N:8]3[CH2:13][CH2:12][CH:11]([C:14]([NH2:16])=[O:15])[CH2:10][CH2:9]3)=[N:4][CH:5]=[N:6][CH:7]=2)=[CH:21][CH:20]=1. (5) Given the reactants Br[C:2]1[N:3]=[C:4]([CH:24]2[CH2:29][CH2:28][CH2:27][CH2:26][CH2:25]2)[N:5]2[C:10]3[CH:11]=[CH:12][N:13](S(C4C=CC(C)=CC=4)(=O)=O)[C:9]=3[N:8]=[CH:7][C:6]=12.[C:30]1(B(O)O)[CH:35]=[CH:34][CH:33]=[CH:32][CH:31]=1.C([O-])([O-])=O.[Na+].[Na+], predict the reaction product. The product is: [CH:24]1([C:4]2[N:5]3[C:10]4[CH:11]=[CH:12][NH:13][C:9]=4[N:8]=[CH:7][C:6]3=[C:2]([C:30]3[CH:35]=[CH:34][CH:33]=[CH:32][CH:31]=3)[N:3]=2)[CH2:25][CH2:26][CH2:27][CH2:28][CH2:29]1. (6) Given the reactants [ClH:1].Cl.O1[C:7]2[CH:8]=[CH:9][CH:10]=[CH:11][C:6]=2[N:5]=[C:4]1[C:12]1[C:13]([NH2:29])=[N:14][CH:15]=[C:16]([C:18]2[CH:19]=[N:20][N:21]([CH:23]3[CH2:28][CH2:27][NH:26][CH2:25][CH2:24]3)[CH:22]=2)[CH:17]=1.[Cl:30]C1[S:32]C2C=CC=CC=2N=1, predict the reaction product. The product is: [ClH:30].[ClH:1].[S:32]1[C:7]2[CH:8]=[CH:9][CH:10]=[CH:11][C:6]=2[N:5]=[C:4]1[C:12]1[C:13]([NH2:29])=[N:14][CH:15]=[C:16]([C:18]2[CH:19]=[N:20][N:21]([CH:23]3[CH2:28][CH2:27][NH:26][CH2:25][CH2:24]3)[CH:22]=2)[CH:17]=1. (7) Given the reactants [NH2:1][C:2]1[CH:7]=[CH:6][C:5]([N+:8]([O-])=O)=[CH:4][N:3]=1.Cl.Br[CH2:13][CH:14](OC)OC.[H][H], predict the reaction product. The product is: [N:1]1[CH:13]=[CH:14][N:3]2[CH:4]=[C:5]([NH2:8])[CH:6]=[CH:7][C:2]=12. (8) Given the reactants [CH2:1]([C:3]1[N:8]=[CH:7][N:6]=[C:5](O)[CH:4]=1)[CH3:2].C(N(CC)CC)C.P(Cl)(Cl)([Cl:19])=O, predict the reaction product. The product is: [Cl:19][C:5]1[CH:4]=[C:3]([CH2:1][CH3:2])[N:8]=[CH:7][N:6]=1. (9) Given the reactants [C:1]1([CH2:7][CH2:8]/[CH:9]=[CH:10]/[CH:11]=[CH:12]/[C:13]([O:15]CC)=[O:14])[CH:6]=[CH:5][CH:4]=[CH:3][CH:2]=1.[OH-].[Na+].Cl, predict the reaction product. The product is: [C:1]1([CH2:7][CH2:8]/[CH:9]=[CH:10]/[CH:11]=[CH:12]/[C:13]([OH:15])=[O:14])[CH:6]=[CH:5][CH:4]=[CH:3][CH:2]=1. (10) Given the reactants [F:1][C:2]1[CH:3]=[C:4]2[C:8](=[C:9]([C:11]([OH:13])=O)[CH:10]=1)[NH:7][CH:6]=[CH:5]2.[C:14]([C:18]1[CH:34]=[CH:33][C:21]([CH2:22][NH:23][CH2:24][CH2:25][C:26]2[CH:31]=[CH:30][C:29]([F:32])=[CH:28][CH:27]=2)=[CH:20][CH:19]=1)([CH3:17])([CH3:16])[CH3:15].CCN=C=NCCCN(C)C.Cl, predict the reaction product. The product is: [C:14]([C:18]1[CH:34]=[CH:33][C:21]([CH2:22][N:23]([CH2:24][CH2:25][C:26]2[CH:31]=[CH:30][C:29]([F:32])=[CH:28][CH:27]=2)[C:11]([C:9]2[CH:10]=[C:2]([F:1])[CH:3]=[C:4]3[C:8]=2[NH:7][CH:6]=[CH:5]3)=[O:13])=[CH:20][CH:19]=1)([CH3:17])([CH3:15])[CH3:16].